From a dataset of Reaction yield outcomes from USPTO patents with 853,638 reactions. Predict the reaction yield, written as a fraction of the theoretical maximum amount of product (1.0 means a 100% yield; for example, 0.34 means a 34% yield). (1) The reactants are [N+:1]([C:4]1[CH:5]=[N:6][CH:7]=[CH:8][C:9]=1[CH2:10][C:11]([O:13][CH2:14][CH3:15])=[O:12])([O-])=O. The catalyst is CO.[Pd]. The product is [NH2:1][C:4]1[CH:5]=[N:6][CH:7]=[CH:8][C:9]=1[CH2:10][C:11]([O:13][CH2:14][CH3:15])=[O:12]. The yield is 0.900. (2) The reactants are [CH3:1][N:2]1[C:6]([C:7]2[CH:8]=[C:9]([C:12]([O:14][CH3:15])=[O:13])[S:10][CH:11]=2)=[CH:5][CH:4]=[N:3]1.C1C(=O)N([I:23])C(=O)C1. The catalyst is C1COCC1. The product is [I:23][C:5]1[CH:4]=[N:3][N:2]([CH3:1])[C:6]=1[C:7]1[CH:8]=[C:9]([C:12]([O:14][CH3:15])=[O:13])[S:10][CH:11]=1. The yield is 0.430. (3) The reactants are Cl[C:2]1[CH:7]=[CH:6][C:5]([N+:8]([O-:10])=[O:9])=[CH:4][C:3]=1[S:11]([NH2:14])(=[O:13])=[O:12].C(=O)([O-])[O-].[NH4+:19].[NH4+].[OH-].[NH4+]. The catalyst is S([O-])([O-])(=O)=O.[Cu+2]. The product is [NH2:19][C:2]1[CH:7]=[CH:6][C:5]([N+:8]([O-:10])=[O:9])=[CH:4][C:3]=1[S:11]([NH2:14])(=[O:13])=[O:12]. The yield is 0.610.